This data is from Reaction yield outcomes from USPTO patents with 853,638 reactions. The task is: Predict the reaction yield, written as a fraction of the theoretical maximum amount of product (1.0 means a 100% yield; for example, 0.34 means a 34% yield). The reactants are [CH3:1][C:2]1[C:6]2[CH:7]=[C:8]([C:11]3([C:14]([O:16]C)=[O:15])[CH2:13][CH2:12]3)[CH:9]=[CH:10][C:5]=2[O:4][N:3]=1.O[Li].O. The catalyst is CO.O. The product is [CH3:1][C:2]1[C:6]2[CH:7]=[C:8]([C:11]3([C:14]([OH:16])=[O:15])[CH2:12][CH2:13]3)[CH:9]=[CH:10][C:5]=2[O:4][N:3]=1. The yield is 0.320.